From a dataset of Catalyst prediction with 721,799 reactions and 888 catalyst types from USPTO. Predict which catalyst facilitates the given reaction. (1) Reactant: FC(F)(F)C([O:5][CH2:6][CH2:7][CH2:8][N:9]1[C:14](=[O:15])[C:13]2[C:16]([CH2:31][C:32]3[CH:37]=[CH:36][C:35]([Cl:38])=[CH:34][CH:33]=3)=[C:17]([O:19][C:20]3[CH:25]=[CH:24][CH:23]=[C:22]([O:26][C:27]([F:30])([F:29])[F:28])[CH:21]=3)[S:18][C:12]=2[N:11]([CH3:39])[C:10]1=[O:40])=O.[Li+].[OH-].O. Product: [Cl:38][C:35]1[CH:36]=[CH:37][C:32]([CH2:31][C:16]2[C:13]3[C:14](=[O:15])[N:9]([CH2:8][CH2:7][CH2:6][OH:5])[C:10](=[O:40])[N:11]([CH3:39])[C:12]=3[S:18][C:17]=2[O:19][C:20]2[CH:25]=[CH:24][CH:23]=[C:22]([O:26][C:27]([F:28])([F:29])[F:30])[CH:21]=2)=[CH:33][CH:34]=1. The catalyst class is: 569. (2) Reactant: [NH:1]1[CH2:6][CH2:5][CH:4]([NH:7][C:8](=[O:14])[O:9][C:10]([CH3:13])([CH3:12])[CH3:11])[CH2:3][CH2:2]1.C(=O)([O-])[O-].[K+].[K+].Cl[CH2:22]/[CH:23]=[CH:24]/[C:25]1[CH:30]=[C:29]([F:31])[CH:28]=[CH:27][C:26]=1[F:32]. Product: [C:10]([O:9][C:8](=[O:14])[NH:7][CH:4]1[CH2:3][CH2:2][N:1]([CH2:22]/[CH:23]=[CH:24]/[C:25]2[CH:30]=[C:29]([F:31])[CH:28]=[CH:27][C:26]=2[F:32])[CH2:6][CH2:5]1)([CH3:11])([CH3:13])[CH3:12]. The catalyst class is: 8. (3) Reactant: [CH2:1]([N:8](C)[CH2:9][CH2:10][O:11][CH2:12][CH:13]1[CH2:20][N:19]2[C:21]3[CH:22]=[C:23]([C:34]([NH:36][S:37]([N:40]([CH2:42][CH:43]([O:46][CH3:47])[O:44][CH3:45])[CH3:41])(=[O:39])=[O:38])=[O:35])[CH:24]=[CH:25][C:26]=3[C:27]([CH:28]3[CH2:33][CH2:32][CH2:31][CH2:30][CH2:29]3)=[C:18]2[C:17]2[CH:48]=[CH:49][CH:50]=[CH:51][C:16]=2[O:15][CH2:14]1)C1C=CC=CC=1.CC(O)=O. Product: [CH:28]1([C:27]2[C:26]3[CH:25]=[CH:24][C:23]([C:34]([NH:36][S:37]([N:40]([CH2:42][CH:43]([O:46][CH3:47])[O:44][CH3:45])[CH3:41])(=[O:39])=[O:38])=[O:35])=[CH:22][C:21]=3[N:19]3[C:18]=2[C:17]2[CH:48]=[CH:49][CH:50]=[CH:51][C:16]=2[O:15][CH2:14][CH:13]([CH2:12][O:11][CH2:10][CH2:9][NH:8][CH3:1])[CH2:20]3)[CH2:29][CH2:30][CH2:31][CH2:32][CH2:33]1. The catalyst class is: 19. (4) Reactant: [F:1][C:2]1[CH:3]=[C:4]([Mg]Br)[CH:5]=[CH:6][CH:7]=1.Br[C:11]1[CH:16]=[CH:15][C:14]([CH:17]([OH:22])[C:18]([F:21])([F:20])[F:19])=[CH:13][CH:12]=1.C(O)(C(F)(F)F)=O. Product: [F:19][C:18]([F:20])([F:21])[CH:17]([C:14]1[CH:15]=[CH:16][C:11]([C:4]2[CH:5]=[CH:6][CH:7]=[C:2]([F:1])[CH:3]=2)=[CH:12][CH:13]=1)[OH:22]. The catalyst class is: 176.